Dataset: Reaction yield outcomes from USPTO patents with 853,638 reactions. Task: Predict the reaction yield, written as a fraction of the theoretical maximum amount of product (1.0 means a 100% yield; for example, 0.34 means a 34% yield). (1) No catalyst specified. The product is [CH3:1][O:2][C:3]([C:5]1[C:13]2[N:12]=[C:11]([NH:14][C:28]([C:20]3[N:19]=[CH:18][C:27]4[C:22]([CH:21]=3)=[CH:23][CH:24]=[CH:25][CH:26]=4)=[O:29])[NH:10][C:9]=2[CH:8]=[C:7]([N+:15]([O-:17])=[O:16])[CH:6]=1)=[O:4]. The reactants are [CH3:1][O:2][C:3]([C:5]1[C:13]2[N:12]=[C:11]([NH2:14])[NH:10][C:9]=2[CH:8]=[C:7]([N+:15]([O-:17])=[O:16])[CH:6]=1)=[O:4].[CH:18]1[C:27]2[C:22](=[CH:23][CH:24]=[CH:25][CH:26]=2)[CH:21]=[C:20]([C:28](O)=[O:29])[N:19]=1.CN(C(ON1N=NC2C=CC=CC1=2)=[N+](C)C)C.F[P-](F)(F)(F)(F)F. The yield is 0.800. (2) The reactants are [C:1]([O:5][C:6]([NH:8][CH2:9][C:10]1[CH:15]=[CH:14][C:13]([C:16]2[CH:17]=[CH:18][N:19]3[C:24]([C:25]=2[CH3:26])=[C:23]([CH:27]2[CH2:29][CH2:28]2)[CH:22]=[C:21]([C:30]([O:32]C)=[O:31])[C:20]3=[O:34])=[CH:12][C:11]=1[F:35])=[O:7])([CH3:4])([CH3:3])[CH3:2].[OH-].[Na+]. The catalyst is CO. The product is [C:1]([O:5][C:6]([NH:8][CH2:9][C:10]1[CH:15]=[CH:14][C:13]([C:16]2[CH:17]=[CH:18][N:19]3[C:24]([C:25]=2[CH3:26])=[C:23]([CH:27]2[CH2:29][CH2:28]2)[CH:22]=[C:21]([C:30]([OH:32])=[O:31])[C:20]3=[O:34])=[CH:12][C:11]=1[F:35])=[O:7])([CH3:2])([CH3:3])[CH3:4]. The yield is 0.860. (3) The product is [Cl:1][C:2]1[CH:10]=[C:9]([N:11]2[CH2:16][CH2:15][O:14][CH2:13][S:12]2(=[O:18])=[O:17])[CH:8]=[CH:7][C:3]=1[C:4]([NH:19][C:20]1[CH:21]=[CH:22][C:23]([Cl:36])=[C:24]([NH:26][C:27](=[O:35])[C:28]2[CH:33]=[CH:32][CH:31]=[C:30]([F:34])[CH:29]=2)[CH:25]=1)=[O:6]. The catalyst is CN(C=O)C.CCOC(C)=O. The reactants are [Cl:1][C:2]1[CH:10]=[C:9]([N:11]2[CH2:16][CH2:15][O:14][CH2:13][S:12]2(=[O:18])=[O:17])[CH:8]=[CH:7][C:3]=1[C:4]([OH:6])=O.[NH2:19][C:20]1[CH:21]=[CH:22][C:23]([Cl:36])=[C:24]([NH:26][C:27](=[O:35])[C:28]2[CH:33]=[CH:32][CH:31]=[C:30]([F:34])[CH:29]=2)[CH:25]=1.CN(C(ON1N=NC2C=CC=NC1=2)=[N+](C)C)C.F[P-](F)(F)(F)(F)F.CCN(C(C)C)C(C)C. The yield is 0.860. (4) The reactants are [C:1]1([CH:7]([C:44]2[CH:49]=[CH:48][CH:47]=[CH:46][CH:45]=2)[C:8]([O:10][C@H:11]2[CH2:15][CH2:14][N:13]([CH2:16][C@@H:17]([N:27]([C:29](=[O:43])[CH:30]([C:37]3[CH:42]=[CH:41][CH:40]=[CH:39][CH:38]=3)[C:31]3[CH:36]=[CH:35][CH:34]=[CH:33][CH:32]=3)[CH3:28])[C:18]3[CH:23]=[CH:22][CH:21]=[C:20]([N+:24]([O-])=O)[CH:19]=3)[CH2:12]2)=[O:9])[CH:6]=[CH:5][CH:4]=[CH:3][CH:2]=1. The catalyst is O1CCCC1.[Pd]. The product is [C:1]1([CH:7]([C:44]2[CH:45]=[CH:46][CH:47]=[CH:48][CH:49]=2)[C:8]([O:10][C@H:11]2[CH2:15][CH2:14][N:13]([CH2:16][C@H:17]([C:18]3[CH:23]=[CH:22][CH:21]=[C:20]([NH2:24])[CH:19]=3)[N:27]([C:29](=[O:43])[CH:30]([C:31]3[CH:32]=[CH:33][CH:34]=[CH:35][CH:36]=3)[C:37]3[CH:42]=[CH:41][CH:40]=[CH:39][CH:38]=3)[CH3:28])[CH2:12]2)=[O:9])[CH:6]=[CH:5][CH:4]=[CH:3][CH:2]=1. The yield is 0.870. (5) The reactants are [Cl:1][C:2]1[CH:34]=[CH:33][C:5]([CH2:6][CH2:7][NH:8][C:9]([C:11]2[CH:29]=[CH:28][C:14]([O:15][C:16]3[CH:21]=[CH:20][C:19]([CH2:22][C:23]([O:25][CH3:26])=[O:24])=[CH:18][C:17]=3[F:27])=[C:13]([N+:30]([O-])=O)[CH:12]=2)=[O:10])=[CH:4][CH:3]=1.[NH4+].[Cl-]. The product is [Cl:1][C:2]1[CH:3]=[CH:4][C:5]([CH2:6][CH2:7][NH:8][C:9]([C:11]2[CH:29]=[CH:28][C:14]([O:15][C:16]3[CH:21]=[CH:20][C:19]([CH2:22][C:23]([O:25][CH3:26])=[O:24])=[CH:18][C:17]=3[F:27])=[C:13]([NH2:30])[CH:12]=2)=[O:10])=[CH:33][CH:34]=1. The catalyst is C1COCC1.C(OCC)(=O)C.C(=O)([O-])[O-].[Na+].[Na+].[Zn]. The yield is 0.991. (6) The reactants are C([O:4][C:5]([CH3:50])([CH3:49])[C:6]([NH:8][C:9]1[CH:14]=[CH:13][CH:12]=[C:11]([C:15]2[N:20]=[C:19]3[N:21]([C:31]4[CH:36]=[CH:35][C:34]([C:37]5([NH:41][C:42]([O:44][C:45]([CH3:48])([CH3:47])[CH3:46])=[O:43])[CH2:40][CH2:39][CH2:38]5)=[CH:33][CH:32]=4)[C:22]([C:24]4[C:25]([NH2:30])=[N:26][CH:27]=[CH:28][CH:29]=4)=[N:23][C:18]3=[CH:17][CH:16]=2)[CH:10]=1)=[O:7])(=O)C.C(=O)([O-])[O-]. The catalyst is CO. The product is [NH2:30][C:25]1[C:24]([C:22]2[N:21]([C:31]3[CH:32]=[CH:33][C:34]([C:37]4([NH:41][C:42](=[O:43])[O:44][C:45]([CH3:48])([CH3:47])[CH3:46])[CH2:38][CH2:39][CH2:40]4)=[CH:35][CH:36]=3)[C:19]3=[N:20][C:15]([C:11]4[CH:12]=[CH:13][CH:14]=[C:9]([NH:8][C:6](=[O:7])[C:5]([OH:4])([CH3:50])[CH3:49])[CH:10]=4)=[CH:16][CH:17]=[C:18]3[N:23]=2)=[CH:29][CH:28]=[CH:27][N:26]=1. The yield is 0.910.